From a dataset of NCI-60 drug combinations with 297,098 pairs across 59 cell lines. Regression. Given two drug SMILES strings and cell line genomic features, predict the synergy score measuring deviation from expected non-interaction effect. (1) Drug 1: CS(=O)(=O)OCCCCOS(=O)(=O)C. Drug 2: CC1=C(C(=O)C2=C(C1=O)N3CC4C(C3(C2COC(=O)N)OC)N4)N. Cell line: M14. Synergy scores: CSS=50.6, Synergy_ZIP=-3.86, Synergy_Bliss=-5.77, Synergy_Loewe=-62.3, Synergy_HSA=-1.79. (2) Drug 1: CC1OCC2C(O1)C(C(C(O2)OC3C4COC(=O)C4C(C5=CC6=C(C=C35)OCO6)C7=CC(=C(C(=C7)OC)O)OC)O)O. Drug 2: C1CCC(C(C1)N)N.C(=O)(C(=O)[O-])[O-].[Pt+4]. Cell line: UACC-257. Synergy scores: CSS=4.74, Synergy_ZIP=-1.18, Synergy_Bliss=4.46, Synergy_Loewe=1.63, Synergy_HSA=3.68. (3) Drug 1: C1=CC(=CC=C1CC(C(=O)O)N)N(CCCl)CCCl.Cl. Drug 2: CS(=O)(=O)CCNCC1=CC=C(O1)C2=CC3=C(C=C2)N=CN=C3NC4=CC(=C(C=C4)OCC5=CC(=CC=C5)F)Cl. Cell line: SR. Synergy scores: CSS=56.5, Synergy_ZIP=3.59, Synergy_Bliss=2.78, Synergy_Loewe=-13.7, Synergy_HSA=3.33. (4) Drug 1: CCC1(C2=C(COC1=O)C(=O)N3CC4=CC5=C(C=CC(=C5CN(C)C)O)N=C4C3=C2)O.Cl. Drug 2: C1CCC(C(C1)N)N.C(=O)(C(=O)[O-])[O-].[Pt+4]. Cell line: NCI-H522. Synergy scores: CSS=27.4, Synergy_ZIP=-7.25, Synergy_Bliss=-1.01, Synergy_Loewe=-6.58, Synergy_HSA=3.24.